Dataset: Forward reaction prediction with 1.9M reactions from USPTO patents (1976-2016). Task: Predict the product of the given reaction. (1) Given the reactants Br[C:2]1[N:7]=[CH:6][C:5]([C:8]([N:10]2[CH2:15][CH2:14][N:13]([C:16]3[C:21]([CH3:22])=[CH:20][C:19]([CH2:23][CH3:24])=[CH:18][N:17]=3)[CH2:12][CH2:11]2)=[O:9])=[CH:4][CH:3]=1.[CH3:25][N:26]1[CH2:30][CH2:29][NH:28][C:27]1=[O:31], predict the reaction product. The product is: [CH2:23]([C:19]1[CH:20]=[C:21]([CH3:22])[C:16]([N:13]2[CH2:14][CH2:15][N:10]([C:8]([C:5]3[CH:4]=[CH:3][C:2]([N:28]4[CH2:29][CH2:30][N:26]([CH3:25])[C:27]4=[O:31])=[N:7][CH:6]=3)=[O:9])[CH2:11][CH2:12]2)=[N:17][CH:18]=1)[CH3:24]. (2) Given the reactants [F:1][C:2]1[CH:7]=[CH:6][CH:5]=[C:4]([F:8])[C:3]=1[C:9]([NH:11][C:12]1[S:13][C:14]([C:17]2[N:21]([CH3:22])[N:20]=[C:19]([C:23]([F:26])([F:25])[F:24])[CH:18]=2)=[CH:15][N:16]=1)=O.Cl.C(OCC)(=O)C, predict the reaction product. The product is: [F:8][C:4]1[CH:5]=[CH:6][CH:7]=[C:2]([F:1])[C:3]=1[CH2:9][NH:11][C:12]1[S:13][C:14]([C:17]2[N:21]([CH3:22])[N:20]=[C:19]([C:23]([F:26])([F:24])[F:25])[CH:18]=2)=[CH:15][N:16]=1.